This data is from Reaction yield outcomes from USPTO patents with 853,638 reactions. The task is: Predict the reaction yield, written as a fraction of the theoretical maximum amount of product (1.0 means a 100% yield; for example, 0.34 means a 34% yield). (1) The reactants are F[C:2]1[CH:7]=[CH:6][CH:5]=[CH:4][C:3]=1[C:8]([C:10]1[CH:15]=[CH:14][CH:13]=[CH:12][CH:11]=1)=O.[SH:16][CH2:17][C:18]([O:20][CH3:21])=[O:19].C(=O)([O-])[O-].[K+].[K+]. The catalyst is CN(C=O)C. The product is [C:10]1([C:8]2[C:3]3[CH:4]=[CH:5][CH:6]=[CH:7][C:2]=3[S:16][C:17]=2[C:18]([O:20][CH3:21])=[O:19])[CH:15]=[CH:14][CH:13]=[CH:12][CH:11]=1. The yield is 0.230. (2) The reactants are Br[C:2]1[CH:3]=[CH:4][C:5]([C:8]2[NH:9][C:10]([CH:13]([C:21]3[CH:26]=[CH:25][C:24]([S:27]([CH:30]4[CH2:32][CH2:31]4)(=[O:29])=[O:28])=[CH:23][CH:22]=3)[CH2:14][CH:15]3[CH2:20][CH2:19][O:18][CH2:17][CH2:16]3)=[CH:11][CH:12]=2)=[N:6][CH:7]=1.[CH2:33]([Sn](CCCC)(CCCC)C=C)[CH2:34]CC. The product is [CH:30]1([S:27]([C:24]2[CH:25]=[CH:26][C:21]([CH:13]([C:10]3[NH:9][C:8]([C:5]4[CH:4]=[CH:3][C:2]([CH:33]=[CH2:34])=[CH:7][N:6]=4)=[CH:12][CH:11]=3)[CH2:14][CH:15]3[CH2:20][CH2:19][O:18][CH2:17][CH2:16]3)=[CH:22][CH:23]=2)(=[O:29])=[O:28])[CH2:32][CH2:31]1. The yield is 0.670. The catalyst is C1(C)C=CC=CC=1.C1C=CC([P]([Pd]([P](C2C=CC=CC=2)(C2C=CC=CC=2)C2C=CC=CC=2)([P](C2C=CC=CC=2)(C2C=CC=CC=2)C2C=CC=CC=2)[P](C2C=CC=CC=2)(C2C=CC=CC=2)C2C=CC=CC=2)(C2C=CC=CC=2)C2C=CC=CC=2)=CC=1.